From a dataset of Catalyst prediction with 721,799 reactions and 888 catalyst types from USPTO. Predict which catalyst facilitates the given reaction. (1) Product: [CH3:18][O:17][N:16]([CH3:15])[C:11]([CH:4]1[C:5]2[C:10](=[CH:9][CH:8]=[CH:7][CH:6]=2)[NH:1][CH2:2][CH2:3]1)=[O:13]. The catalyst class is: 4. Reactant: [NH:1]1[C:10]2[C:5](=[CH:6][CH:7]=[CH:8][CH:9]=2)[CH:4]([C:11]([OH:13])=O)[CH2:3][CH2:2]1.Cl.[CH3:15][NH:16][O:17][CH3:18].CN1CCOCC1.Cl.C(N=C=NCCCN(C)C)C. (2) Reactant: [CH2:1]1[C@H:5]2[CH2:6][CH2:7][C@H:8]([NH:9][C:10](=[O:16])[O:11][C:12]([CH3:15])([CH3:14])[CH3:13])[C@H:4]2[CH2:3][NH:2]1.C(N(CC)CC)C.[F:24][C:25]([F:37])([F:36])[C:26]1[CH:27]=[C:28]([S:32](Cl)(=[O:34])=[O:33])[CH:29]=[CH:30][CH:31]=1. Product: [F:37][C:25]([F:24])([F:36])[C:26]1[CH:27]=[C:28]([S:32]([N:2]2[CH2:3][C@@H:4]3[C@@H:8]([NH:9][C:10](=[O:16])[O:11][C:12]([CH3:13])([CH3:15])[CH3:14])[CH2:7][CH2:6][C@@H:5]3[CH2:1]2)(=[O:33])=[O:34])[CH:29]=[CH:30][CH:31]=1. The catalyst class is: 4. (3) Product: [Cl:12][C:13]1[CH:18]=[CH:17][CH:16]=[C:15]([CH3:19])[C:14]=1[NH:20][C:21]([C:23]1[S:27][C:26]([NH:28][C:29]2[C:30]3[CH2:47][CH2:46][CH2:45][C:31]=3[N:32]=[C:33]([N:35]3[CH2:39][CH2:38][CH2:37][CH:36]3[C:40](=[O:42])[NH:6][C:2]3[S:1][CH:5]=[CH:4][N:3]=3)[N:34]=2)=[N:25][CH:24]=1)=[O:22]. The catalyst class is: 1. Reactant: [S:1]1[CH:5]=[CH:4][N:3]=[C:2]1[NH2:6].C([Mg]Cl)(C)C.[Cl:12][C:13]1[CH:18]=[CH:17][CH:16]=[C:15]([CH3:19])[C:14]=1[NH:20][C:21]([C:23]1[S:27][C:26]([NH:28][C:29]2[C:30]3[CH2:47][CH2:46][CH2:45][C:31]=3[N:32]=[C:33]([N:35]3[CH2:39][CH2:38][CH2:37][CH:36]3[C:40]([O:42]CC)=O)[N:34]=2)=[N:25][CH:24]=1)=[O:22]. (4) Product: [CH:19]1([C:17]([NH:16][C:14]2[N:15]=[C:10]3[CH:9]=[CH:8][C:7]([O:6][C:5]4[CH:22]=[CH:23][C:2]([NH:1][C:40]([C:30]5[C:31](=[O:39])[N:32]([C:33]6[CH:34]=[CH:35][CH:36]=[CH:37][CH:38]=6)[C:27]([CH2:25][CH3:26])=[CH:28][CH:29]=5)=[O:41])=[CH:3][C:4]=4[F:24])=[CH:12][N:11]3[CH:13]=2)=[O:18])[CH2:21][CH2:20]1. The catalyst class is: 42. Reactant: [NH2:1][C:2]1[CH:23]=[CH:22][C:5]([O:6][C:7]2[CH:8]=[CH:9][C:10]3[N:11]([CH:13]=[C:14]([NH:16][C:17]([CH:19]4[CH2:21][CH2:20]4)=[O:18])[N:15]=3)[CH:12]=2)=[C:4]([F:24])[CH:3]=1.[CH2:25]([C:27]1[N:32]([C:33]2[CH:38]=[CH:37][CH:36]=[CH:35][CH:34]=2)[C:31](=[O:39])[C:30]([C:40](O)=[O:41])=[CH:29][CH:28]=1)[CH3:26].CN(C(ON1N=NC2C=CC=NC1=2)=[N+](C)C)C.F[P-](F)(F)(F)(F)F.C(N(CC)C(C)C)(C)C.C(=O)([O-])O.[Na+]. (5) Reactant: [CH:1]1([CH2:4][O:5][C:6]2[CH:7]=[CH:8][C:9]3[O:13][C:12]([CH:14]([NH:18][C:19]4[CH:24]=[CH:23][C:22]([C:25]([N:27]([CH3:35])[CH2:28][CH2:29][C:30]([O:32]CC)=[O:31])=[O:26])=[CH:21][CH:20]=4)[CH:15]([CH3:17])[CH3:16])=[C:11]([CH3:36])[C:10]=3[CH:37]=2)[CH2:3][CH2:2]1.C(O)C.[OH-].[Na+]. Product: [CH:1]1([CH2:4][O:5][C:6]2[CH:7]=[CH:8][C:9]3[O:13][C:12]([CH:14]([NH:18][C:19]4[CH:20]=[CH:21][C:22]([C:25]([N:27]([CH3:35])[CH2:28][CH2:29][C:30]([OH:32])=[O:31])=[O:26])=[CH:23][CH:24]=4)[CH:15]([CH3:17])[CH3:16])=[C:11]([CH3:36])[C:10]=3[CH:37]=2)[CH2:2][CH2:3]1. The catalyst class is: 7. (6) Reactant: [Cl:1][C:2]1[CH:9]=[C:8]([NH:10][CH3:11])[C:5]([CH:6]=O)=[CH:4][N:3]=1.[F:12][C:13]1[CH:19]=[CH:18][C:16]([NH2:17])=[CH:15][C:14]=1[N+:20]([O-:22])=[O:21].[C:23](O[BH-](OC(=O)C)OC(=O)C)(=[O:25])C.[Na+].O=C(Cl)OC(Cl)(Cl)Cl. Product: [Cl:1][C:2]1[N:3]=[CH:4][C:5]2[CH2:6][N:17]([C:16]3[CH:18]=[CH:19][C:13]([F:12])=[C:14]([N+:20]([O-:22])=[O:21])[CH:15]=3)[C:23](=[O:25])[N:10]([CH3:11])[C:8]=2[CH:9]=1. The catalyst class is: 15. (7) Reactant: [Cl:1][C:2]1[CH:7]=[CH:6][C:5]([S:8]([N:11]([CH2:22][C:23]2[CH:31]=[CH:30][C:26]([C:27]([OH:29])=O)=[CH:25][C:24]=2[F:32])[C@@H:12]2[CH2:18][C:17]([F:20])([F:19])[CH2:16][CH2:15][NH:14][C:13]2=[O:21])(=[O:10])=[O:9])=[CH:4][CH:3]=1.[B-](F)(F)(F)F.CN(C(ON1C(=O)C=CC=C1)=[N+](C)C)C.CCN(C(C)C)C(C)C.Cl.[NH2:63][N:64]1[CH2:68][CH2:67][CH2:66][CH2:65]1. The catalyst class is: 3. Product: [Cl:1][C:2]1[CH:7]=[CH:6][C:5]([S:8]([N:11]([CH2:22][C:23]2[CH:31]=[CH:30][C:26]([C:27]([NH:63][N:64]3[CH2:68][CH2:67][CH2:66][CH2:65]3)=[O:29])=[CH:25][C:24]=2[F:32])[C@@H:12]2[CH2:18][C:17]([F:20])([F:19])[CH2:16][CH2:15][NH:14][C:13]2=[O:21])(=[O:9])=[O:10])=[CH:4][CH:3]=1. (8) Reactant: [Br:1][C:2]1[CH:3]=[C:4]([C:11]([N:13]2[CH2:18][CH2:17][O:16][C:15]3[N:19]=[CH:20][C:21]([C:23]4[CH:28]=[CH:27][CH:26]=[C:25]([CH2:29][F:30])[CH:24]=4)=[CH:22][C:14]2=3)=[O:12])[CH:5]=[C:6]([Br:10])[C:7]=1[O:8]C.[Br-].[Li+].N1CCNCC1. Product: [Br:10][C:6]1[CH:5]=[C:4]([C:11]([N:13]2[CH2:18][CH2:17][O:16][C:15]3[N:19]=[CH:20][C:21]([C:23]4[CH:28]=[CH:27][CH:26]=[C:25]([CH2:29][F:30])[CH:24]=4)=[CH:22][C:14]2=3)=[O:12])[CH:3]=[C:2]([Br:1])[C:7]=1[OH:8]. The catalyst class is: 9. (9) Product: [CH2:1]([O:3][C:4](=[O:17])[CH2:5][S:6][C:7]1[CH:12]=[CH:11][C:10]([C:19]2[CH2:23][CH2:22][C:21](=[O:24])[CH:20]=2)=[CH:9][CH:8]=1)[CH3:2]. The catalyst class is: 438. Reactant: [CH2:1]([O:3][C:4](=[O:17])[CH2:5][S:6][C:7]1[CH:12]=[CH:11][C:10](OB(O)O)=[CH:9][CH:8]=1)[CH3:2].Br[C:19]1[CH2:23][CH2:22][C:21](=[O:24])[CH:20]=1.C(=O)([O-])[O-].[Na+].[Na+].